This data is from Peptide-MHC class II binding affinity with 134,281 pairs from IEDB. The task is: Regression. Given a peptide amino acid sequence and an MHC pseudo amino acid sequence, predict their binding affinity value. This is MHC class II binding data. (1) The peptide sequence is FGQNTGAIAAAEARY. The MHC is DRB5_0101 with pseudo-sequence DRB5_0101. The binding affinity (normalized) is 0.460. (2) The peptide sequence is ASYFAADRILPELTE. The MHC is HLA-DQA10401-DQB10402 with pseudo-sequence HLA-DQA10401-DQB10402. The binding affinity (normalized) is 0.595. (3) The peptide sequence is MEVGWYRPPFSRVVHLYRNGK. The MHC is DRB1_1501 with pseudo-sequence DRB1_1501. The binding affinity (normalized) is 0.121. (4) The peptide sequence is LDIYQKLYIKQEEQK. The MHC is DRB5_0101 with pseudo-sequence DRB5_0101. The binding affinity (normalized) is 0.182. (5) The peptide sequence is YHFDLSGHAFGAMAK. The MHC is DRB1_0802 with pseudo-sequence DRB1_0802. The binding affinity (normalized) is 0. (6) The peptide sequence is LNFTGPCKGDSVTIK. The MHC is DRB4_0101 with pseudo-sequence DRB4_0103. The binding affinity (normalized) is 0. (7) The peptide sequence is SVDLELSWNLNGLQAY. The MHC is DRB1_1302 with pseudo-sequence DRB1_1302. The binding affinity (normalized) is 0.613. (8) The peptide sequence is SPKARSERPAIVPPA. The MHC is HLA-DPA10201-DPB11401 with pseudo-sequence HLA-DPA10201-DPB11401. The binding affinity (normalized) is 0.626. (9) The peptide sequence is AYAQRVYQANRAAGS. The MHC is HLA-DPA10103-DPB10301 with pseudo-sequence HLA-DPA10103-DPB10301. The binding affinity (normalized) is 0.657. (10) The peptide sequence is QNQLLSNAPLGPQFP. The MHC is DRB1_0401 with pseudo-sequence DRB1_0401. The binding affinity (normalized) is 0.185.